Dataset: Full USPTO retrosynthesis dataset with 1.9M reactions from patents (1976-2016). Task: Predict the reactants needed to synthesize the given product. Given the product [CH2:2]([C:3]1[CH:4]=[C:5]([CH2:6][CH3:7])[N:12]2[N:13]=[C:14]([S:16][CH3:17])[N:15]=[C:11]2[N:10]=1)[CH3:1], predict the reactants needed to synthesize it. The reactants are: [CH3:1][CH2:2][C:3](=O)[CH2:4][C:5](=O)[CH2:6][CH3:7].[NH2:10][C:11]1[N:15]=[C:14]([S:16][CH3:17])[NH:13][N:12]=1.